Dataset: NCI-60 drug combinations with 297,098 pairs across 59 cell lines. Task: Regression. Given two drug SMILES strings and cell line genomic features, predict the synergy score measuring deviation from expected non-interaction effect. Drug 1: CC1=CC=C(C=C1)C2=CC(=NN2C3=CC=C(C=C3)S(=O)(=O)N)C(F)(F)F. Drug 2: CCN(CC)CCNC(=O)C1=C(NC(=C1C)C=C2C3=C(C=CC(=C3)F)NC2=O)C. Cell line: CAKI-1. Synergy scores: CSS=22.6, Synergy_ZIP=0.468, Synergy_Bliss=6.52, Synergy_Loewe=-5.89, Synergy_HSA=2.85.